Predict the product of the given reaction. From a dataset of Forward reaction prediction with 1.9M reactions from USPTO patents (1976-2016). The product is: [F:1][C:2]1[CH:9]=[CH:8][CH:7]=[C:6]([C:13]2[CH:14]=[CH:15][S:11][CH:12]=2)[C:3]=1[C:4]#[N:5]. Given the reactants [F:1][C:2]1[CH:9]=[CH:8][CH:7]=[C:6](I)[C:3]=1[C:4]#[N:5].[S:11]1[CH:15]=[CH:14][C:13](B(O)O)=[CH:12]1.C(=O)([O-])[O-].[Na+].[Na+].COCCOC, predict the reaction product.